The task is: Binary Classification. Given a drug SMILES string, predict its activity (active/inactive) in a high-throughput screening assay against a specified biological target.. This data is from Cav3 T-type calcium channel HTS with 100,875 compounds. (1) The compound is S1(=O)(=O)c2c(C(=O)c3c1cccc3)ccc(c2)C(=O)NCC. The result is 0 (inactive). (2) The compound is Fc1c(Cn2nc(c(NC(=O)c3oc(cc3)COc3ccc(F)cc3)c2C)C)c(F)c(F)c(F)c1F. The result is 1 (active). (3) The drug is O=c1n(c(cc(c1C#N)C)C)c1ccc(cc1)C. The result is 0 (inactive). (4) The compound is S(=O)(=O)(NCCOc1ccccc1)c1cc(CC)ccc1OC. The result is 0 (inactive). (5) The drug is O(Cc1c2c(ccc1C)cccc2)C(=O)c1nonc1N. The result is 0 (inactive). (6) The drug is S(=O)(=O)(N(CC(O)CN1CCCC1)c1ccccc1)c1ccc(cc1)C. The result is 0 (inactive).